From a dataset of Full USPTO retrosynthesis dataset with 1.9M reactions from patents (1976-2016). Predict the reactants needed to synthesize the given product. (1) The reactants are: [CH3:1][N:2]([CH3:23])[CH:3]1[CH2:7][CH2:6][N:5]([C:8]2[CH:13]=[CH:12][C:11]([NH:14][C:15]([C:17]3[N:18]=[C:19](Br)[S:20][CH:21]=3)=[O:16])=[CH:10][CH:9]=2)[CH2:4]1.[C:24]1([C:30]#[CH:31])[CH:29]=[CH:28][CH:27]=[CH:26][CH:25]=1.C(N(CC)CC)C.C1(P(C2C=CC=CC=2)C2C=CC=CC=2)C=CC=CC=1. Given the product [CH3:1][N:2]([CH3:23])[CH:3]1[CH2:7][CH2:6][N:5]([C:8]2[CH:13]=[CH:12][C:11]([NH:14][C:15]([C:17]3[N:18]=[C:19]([C:31]#[C:30][C:24]4[CH:29]=[CH:28][CH:27]=[CH:26][CH:25]=4)[S:20][CH:21]=3)=[O:16])=[CH:10][CH:9]=2)[CH2:4]1, predict the reactants needed to synthesize it. (2) Given the product [F:11][C:12]([F:22])([F:21])[C:13]([C:3]1[CH:8]=[CH:7][C:6]([O:9][CH3:10])=[CH:5][CH:4]=1)=[O:14], predict the reactants needed to synthesize it. The reactants are: [Mg].Br[C:3]1[CH:8]=[CH:7][C:6]([O:9][CH3:10])=[CH:5][CH:4]=1.[F:11][C:12]([F:22])([F:21])[C:13](N1CCCCC1)=[O:14].